Dataset: Full USPTO retrosynthesis dataset with 1.9M reactions from patents (1976-2016). Task: Predict the reactants needed to synthesize the given product. (1) Given the product [CH3:44][C:39]1[C:38]2[C:42](=[CH:43][C:35]([C:33]([NH:32][C@H:25]([C:26]3[CH:31]=[CH:30][CH:29]=[CH:28][CH:27]=3)[CH2:24][O:23][CH2:22][CH:19]3[CH2:18][CH2:17][NH:16][CH2:21][CH2:20]3)=[O:34])=[CH:36][CH:37]=2)[NH:41][CH:40]=1, predict the reactants needed to synthesize it. The reactants are: C1(OC)C=CC=CC=1.C(OC([N:16]1[CH2:21][CH2:20][CH:19]([CH2:22][O:23][CH2:24][C@H:25]([NH:32][C:33]([C:35]2[CH:43]=[C:42]3[C:38]([C:39]([CH3:44])=[CH:40][NH:41]3)=[CH:37][CH:36]=2)=[O:34])[C:26]2[CH:31]=[CH:30][CH:29]=[CH:28][CH:27]=2)[CH2:18][CH2:17]1)=O)(C)(C)C. (2) Given the product [ClH:45].[CH2:1]([C@H:8]([NH:24][C:25]([C:27]1[C:28]2[CH2:29][CH2:30][N:31]([CH:38]([CH2:42][CH2:43][CH3:44])[CH2:39][CH2:40][CH3:41])[C:32](=[O:37])[C:33]=2[CH:34]=[CH:35][CH:36]=1)=[O:26])[C@H:9]([OH:23])[CH2:10][NH:11][CH2:12][C:13]1[CH:18]=[CH:17][CH:16]=[C:15]([C:19]([F:21])([F:22])[F:20])[CH:14]=1)[C:2]1[CH:3]=[CH:4][CH:5]=[CH:6][CH:7]=1, predict the reactants needed to synthesize it. The reactants are: [CH2:1]([C@H:8]([NH:24][C:25]([C:27]1[C:28]2[CH2:29][CH2:30][N:31]([CH:38]([CH2:42][CH2:43][CH3:44])[CH2:39][CH2:40][CH3:41])[C:32](=[O:37])[C:33]=2[CH:34]=[CH:35][CH:36]=1)=[O:26])[C@H:9]([OH:23])[CH2:10][NH:11][CH2:12][C:13]1[CH:18]=[CH:17][CH:16]=[C:15]([C:19]([F:22])([F:21])[F:20])[CH:14]=1)[C:2]1[CH:7]=[CH:6][CH:5]=[CH:4][CH:3]=1.[ClH:45].